From a dataset of NCI-60 drug combinations with 297,098 pairs across 59 cell lines. Regression. Given two drug SMILES strings and cell line genomic features, predict the synergy score measuring deviation from expected non-interaction effect. (1) Drug 1: CC1=C(C(=O)C2=C(C1=O)N3CC4C(C3(C2COC(=O)N)OC)N4)N. Drug 2: C1C(C(OC1N2C=NC(=NC2=O)N)CO)O. Cell line: SR. Synergy scores: CSS=70.7, Synergy_ZIP=2.12, Synergy_Bliss=1.77, Synergy_Loewe=1.12, Synergy_HSA=4.38. (2) Drug 1: CC1OCC2C(O1)C(C(C(O2)OC3C4COC(=O)C4C(C5=CC6=C(C=C35)OCO6)C7=CC(=C(C(=C7)OC)O)OC)O)O. Drug 2: CNC(=O)C1=NC=CC(=C1)OC2=CC=C(C=C2)NC(=O)NC3=CC(=C(C=C3)Cl)C(F)(F)F. Cell line: RPMI-8226. Synergy scores: CSS=62.3, Synergy_ZIP=0.939, Synergy_Bliss=1.12, Synergy_Loewe=-0.400, Synergy_HSA=3.39. (3) Drug 1: CC1=C(C(CCC1)(C)C)C=CC(=CC=CC(=CC(=O)O)C)C. Drug 2: CC1CCC2CC(C(=CC=CC=CC(CC(C(=O)C(C(C(=CC(C(=O)CC(OC(=O)C3CCCCN3C(=O)C(=O)C1(O2)O)C(C)CC4CCC(C(C4)OC)O)C)C)O)OC)C)C)C)OC. Cell line: HL-60(TB). Synergy scores: CSS=25.4, Synergy_ZIP=-5.47, Synergy_Bliss=-2.90, Synergy_Loewe=-2.17, Synergy_HSA=-0.936. (4) Drug 1: CC(C1=C(C=CC(=C1Cl)F)Cl)OC2=C(N=CC(=C2)C3=CN(N=C3)C4CCNCC4)N. Drug 2: C1CN(P(=O)(OC1)NCCCl)CCCl. Cell line: KM12. Synergy scores: CSS=33.0, Synergy_ZIP=-0.700, Synergy_Bliss=-1.18, Synergy_Loewe=-41.9, Synergy_HSA=-1.72. (5) Drug 1: CC(CN1CC(=O)NC(=O)C1)N2CC(=O)NC(=O)C2. Drug 2: COC1=NC(=NC2=C1N=CN2C3C(C(C(O3)CO)O)O)N. Cell line: MCF7. Synergy scores: CSS=12.9, Synergy_ZIP=-1.33, Synergy_Bliss=6.93, Synergy_Loewe=-2.76, Synergy_HSA=4.40. (6) Drug 1: C1=NC2=C(N=C(N=C2N1C3C(C(C(O3)CO)O)F)Cl)N. Drug 2: CC1=C(C(=CC=C1)Cl)NC(=O)C2=CN=C(S2)NC3=CC(=NC(=N3)C)N4CCN(CC4)CCO. Cell line: SW-620. Synergy scores: CSS=5.04, Synergy_ZIP=-0.291, Synergy_Bliss=2.58, Synergy_Loewe=-0.341, Synergy_HSA=0.0964. (7) Drug 1: C1=CN(C(=O)N=C1N)C2C(C(C(O2)CO)O)O.Cl. Drug 2: CN1C(=O)N2C=NC(=C2N=N1)C(=O)N. Cell line: K-562. Synergy scores: CSS=36.1, Synergy_ZIP=-2.91, Synergy_Bliss=-5.00, Synergy_Loewe=-29.0, Synergy_HSA=-0.791.